From a dataset of Catalyst prediction with 721,799 reactions and 888 catalyst types from USPTO. Predict which catalyst facilitates the given reaction. Reactant: [C:1]([O:5][C:6]([NH:8][C:9]1[CH:14]=[C:13]([CH2:15][C:16](OCC)=[O:17])[CH:12]=[CH:11][N:10]=1)=[O:7])([CH3:4])([CH3:3])[CH3:2].CC(C[AlH]CC(C)C)C. Product: [OH:17][CH2:16][CH2:15][C:13]1[CH:12]=[CH:11][N:10]=[C:9]([NH:8][C:6](=[O:7])[O:5][C:1]([CH3:3])([CH3:2])[CH3:4])[CH:14]=1. The catalyst class is: 1.